Dataset: Full USPTO retrosynthesis dataset with 1.9M reactions from patents (1976-2016). Task: Predict the reactants needed to synthesize the given product. (1) The reactants are: C(Cl)(=O)C(Cl)=O.CS(C)=O.[CH2:11]([O:18][C:19]([NH:21][CH2:22][CH:23]([OH:25])[CH3:24])=[O:20])[C:12]1[CH:17]=[CH:16][CH:15]=[CH:14][CH:13]=1.CCN(CC)CC. Given the product [CH2:11]([O:18][C:19]([NH:21][CH2:22][C:23](=[O:25])[CH3:24])=[O:20])[C:12]1[CH:17]=[CH:16][CH:15]=[CH:14][CH:13]=1, predict the reactants needed to synthesize it. (2) The reactants are: Br[C:2]1[CH:6]=[CH:5][S:4][CH:3]=1.[N:7]1[CH:12]=[CH:11][CH:10]=[C:9](B(O)O)[CH:8]=1.P([O-])([O-])([O-])=O.[K+].[K+].[K+].C(O)CCC. Given the product [S:4]1[CH:5]=[CH:6][C:2]([C:9]2[CH:8]=[N:7][CH:12]=[CH:11][CH:10]=2)=[CH:3]1, predict the reactants needed to synthesize it. (3) The reactants are: [N:1]1[N:2]([C:6]2[CH:11]=[CH:10][CH:9]=[CH:8][C:7]=2[CH:12]([N:14]2[CH2:19][C@H:18]([C:20]3[O:21][C:22]([CH3:27])=[C:23]([CH2:25][OH:26])[N:24]=3)[CH2:17][CH2:16][C@H:15]2[CH3:28])[OH:13])[N:3]=[CH:4][CH:5]=1. Given the product [N:1]1[N:2]([C:6]2[CH:11]=[CH:10][CH:9]=[CH:8][C:7]=2[C:12]([N:14]2[C@H:15]([CH3:28])[CH2:16][CH2:17][C@@H:18]([C:20]3[O:21][C:22]([CH3:27])=[C:23]([CH:25]=[O:26])[N:24]=3)[CH2:19]2)=[O:13])[N:3]=[CH:4][CH:5]=1, predict the reactants needed to synthesize it.